This data is from Reaction yield outcomes from USPTO patents with 853,638 reactions. The task is: Predict the reaction yield, written as a fraction of the theoretical maximum amount of product (1.0 means a 100% yield; for example, 0.34 means a 34% yield). (1) The product is [CH2:1]([C@@:4]1([C:26]2[CH:27]=[CH:28][C:29]([F:32])=[CH:30][CH:31]=2)[O:9][C:8](=[O:10])[N:7]([C@H:11]([C:13]2[CH:14]=[CH:15][C:16]([C:19]3[CH:24]=[CH:23][C:22](=[O:34])[NH:21][CH:20]=3)=[CH:17][CH:18]=2)[CH3:12])[CH2:6][CH2:5]1)[CH:2]=[CH2:3]. The yield is 0.590. No catalyst specified. The reactants are [CH2:1]([C@@:4]1([C:26]2[CH:31]=[CH:30][C:29]([F:32])=[CH:28][CH:27]=2)[O:9][C:8](=[O:10])[N:7]([C@H:11]([C:13]2[CH:18]=[CH:17][C:16]([C:19]3[CH:20]=[N:21][C:22](N)=[CH:23][CH:24]=3)=[CH:15][CH:14]=2)[CH3:12])[CH2:6][CH2:5]1)[CH:2]=[CH2:3].N([O-])=[O:34].[Na+].[OH-].[Na+]. (2) The reactants are C([Li])CCC.Br[C:7]1[CH:12]=[CH:11][CH:10]=[C:9]([Br:13])[CH:8]=1.O1CCCCC1[O:20][C:21]1[CH:26]=[CH:25][C:24]([C:27](=O)[CH3:28])=[CH:23][CH:22]=1.Cl. The catalyst is O1CCCC1. The product is [Br:13][C:9]1[CH:8]=[C:7]([C:27]([C:24]2[CH:25]=[CH:26][C:21]([OH:20])=[CH:22][CH:23]=2)=[CH2:28])[CH:12]=[CH:11][CH:10]=1. The yield is 0.100.